From a dataset of Full USPTO retrosynthesis dataset with 1.9M reactions from patents (1976-2016). Predict the reactants needed to synthesize the given product. Given the product [NH2:2][C:4]1[C:9]([S:10]([NH2:14])(=[O:12])=[O:11])=[CH:8][CH:7]=[CH:6][N:5]=1, predict the reactants needed to synthesize it. The reactants are: [OH-].[NH4+:2].Cl[C:4]1[C:9]([S:10](Cl)(=[O:12])=[O:11])=[CH:8][CH:7]=[CH:6][N:5]=1.[NH3:14].